Task: Predict which catalyst facilitates the given reaction.. Dataset: Catalyst prediction with 721,799 reactions and 888 catalyst types from USPTO (1) Reactant: [ClH:1].[CH2:2]([N:9]1[CH2:14][CH2:13][CH:12]([CH3:15])[CH:11]([NH:16][C:17](=O)OC)[CH2:10]1)[C:3]1[CH:8]=[CH:7][CH:6]=[CH:5][CH:4]=1.[H-].[Al+3].[Li+].[H-].[H-].[H-].C(O)(C)C.Cl. Product: [ClH:1].[ClH:1].[CH2:2]([N:9]1[CH2:14][CH2:13][C@H:12]([CH3:15])[C@H:11]([NH:16][CH3:17])[CH2:10]1)[C:3]1[CH:4]=[CH:5][CH:6]=[CH:7][CH:8]=1. The catalyst class is: 7. (2) Reactant: [CH:1]([C:3]1[O:7][C:6]([C:8]2[CH:15]=[CH:14][C:11]([C:12]#[N:13])=[CH:10][CH:9]=2)=[CH:5][CH:4]=1)=O.[N:16]1[CH:21]=[CH:20][CH:19]=[C:18]([CH2:22][N:23]2[C:27](=[O:28])[CH2:26][S:25][C:24]2=[S:29])[CH:17]=1. Product: [O:28]=[C:27]1[C:26](=[CH:1][C:3]2[O:7][C:6]([C:8]3[CH:9]=[CH:10][C:11]([C:12]#[N:13])=[CH:14][CH:15]=3)=[CH:5][CH:4]=2)[S:25][C:24](=[S:29])[N:23]1[CH2:22][C:18]1[CH:17]=[N:16][CH:21]=[CH:20][CH:19]=1. The catalyst class is: 495. (3) Reactant: [Br:1][C:2]1[CH:10]=[CH:9][CH:8]=[C:7]([Cl:11])[C:3]=1[C:4](Cl)=[O:5].C([O-])([O-])=O.[Na+].[Na+].[CH3:18][CH:19]([C:21]1[CH:26]=[CH:25][CH:24]=[CH:23][C:22]=1[NH2:27])[CH3:20]. Product: [Br:1][C:2]1[CH:10]=[CH:9][CH:8]=[C:7]([Cl:11])[C:3]=1[C:4]([NH:27][C:22]1[CH:23]=[CH:24][CH:25]=[CH:26][C:21]=1[CH:19]([CH3:20])[CH3:18])=[O:5]. The catalyst class is: 20.